From a dataset of Reaction yield outcomes from USPTO patents with 853,638 reactions. Predict the reaction yield, written as a fraction of the theoretical maximum amount of product (1.0 means a 100% yield; for example, 0.34 means a 34% yield). (1) The reactants are [CH3:1][C:2]1[CH:7]=[CH:6][CH:5]=[C:4]([CH3:8])[C:3]=1[OH:9].[CH3:10][NH:11][CH3:12].[CH2:13]=O.Cl. The catalyst is C(O)C.O. The product is [CH3:10][N:11]([CH2:13][C:6]1[CH:5]=[C:4]([CH3:8])[C:3]([OH:9])=[C:2]([CH3:1])[CH:7]=1)[CH3:12]. The yield is 0.460. (2) The reactants are [CH2:1]([N:8]1[CH2:16][CH:15]2[CH:10]([C:11](=O)[NH:12][CH2:13][CH2:14]2)[CH2:9]1)[C:2]1[CH:7]=[CH:6][CH:5]=[CH:4][CH:3]=1.[H-].[H-].[H-].[H-].[Li+].[Al+3]. The catalyst is C1COCC1. The product is [CH2:1]([N:8]1[CH2:16][CH:15]2[CH:10]([CH2:11][NH:12][CH2:13][CH2:14]2)[CH2:9]1)[C:2]1[CH:7]=[CH:6][CH:5]=[CH:4][CH:3]=1. The yield is 1.00. (3) The reactants are Br[CH:2]([CH3:9])[CH2:3][C:4]([O:6][CH2:7][CH3:8])=[O:5].[NH:10]1[CH2:15][CH2:14][CH2:13][CH2:12][CH2:11]1. The catalyst is CN(C)C=O.C(OCC)(=O)C. The product is [N:10]1([CH2:9][CH2:2][CH2:3][C:4]([O:6][CH2:7][CH3:8])=[O:5])[CH2:15][CH2:14][CH2:13][CH2:12][CH2:11]1. The yield is 0.810. (4) The reactants are [CH3:1][C@@H:2]1[NH:7][CH2:6][C@@H:5]([NH:8][C:9](=[O:15])[O:10][C:11]([CH3:14])([CH3:13])[CH3:12])[CH2:4][CH2:3]1.CC1N=CC(NC(=O)OC(C)(C)C)=CC=1. The catalyst is CC(O)=O.O=[Pt]=O. The product is [CH3:1][CH:2]1[NH:7][CH2:6][CH:5]([NH:8][C:9](=[O:15])[O:10][C:11]([CH3:14])([CH3:13])[CH3:12])[CH2:4][CH2:3]1. The yield is 1.00. (5) The reactants are [Br:1][C:2]1[N:6]([S:7]([C:10]2[CH:15]=[CH:14][CH:13]=[CH:12][CH:11]=2)(=[O:9])=[O:8])[CH:5]=[C:4]([CH2:16][OH:17])[CH:3]=1.O.C[N+]1([O-])CCOCC1. The catalyst is C(#N)C.[Ru]([O-])(=O)(=O)=O.C([N+](CCC)(CCC)CCC)CC. The product is [Br:1][C:2]1[N:6]([S:7]([C:10]2[CH:15]=[CH:14][CH:13]=[CH:12][CH:11]=2)(=[O:9])=[O:8])[CH:5]=[C:4]([CH:16]=[O:17])[CH:3]=1. The yield is 0.710. (6) The reactants are Br[CH2:2][C:3]1[CH:11]=[CH:10][C:6]([C:7]([OH:9])=[O:8])=[CH:5][C:4]=1[N+:12]([O-:14])=[O:13].C(=O)([O-])[O-:16].[Na+].[Na+]. The catalyst is O.CC(C)=O. The product is [OH:16][CH2:2][C:3]1[CH:11]=[CH:10][C:6]([C:7]([OH:9])=[O:8])=[CH:5][C:4]=1[N+:12]([O-:14])=[O:13]. The yield is 0.950. (7) The reactants are [C:1]([OH:13])(=[O:12])[CH2:2][C:3]1[CH:11]=[CH:10][C:8]([OH:9])=[C:5]([O:6][CH3:7])[CH:4]=1.[CH:14](OC)(OC)OC.S(=O)(=O)(O)O. The catalyst is CO. The product is [C:1]([O:13][CH3:14])(=[O:12])[CH2:2][C:3]1[CH:11]=[CH:10][C:8]([OH:9])=[C:5]([O:6][CH3:7])[CH:4]=1. The yield is 0.850.